Dataset: Forward reaction prediction with 1.9M reactions from USPTO patents (1976-2016). Task: Predict the product of the given reaction. (1) Given the reactants [F:1][C:2]([F:50])([F:49])[C:3]1[CH:4]=[C:5]([CH:46]=[CH:47][CH:48]=1)[CH2:6][N:7]1[C:15]2[C:10](=[N:11][C:12]([N:16](C(OC(C)(C)C)=O)[NH:17][C:18](OC(C)(C)C)=O)=[CH:13][CH:14]=2)[CH:9]=C1C(OCC1C=CC=C(C(F)(F)F)C=1)=O.[OH-].[Na+].[CH3:53]O.[C:55]([OH:58])(=[O:57])[CH3:56], predict the reaction product. The product is: [CH3:53][C:18]1[N:11]2[C:10]3[CH:9]=[C:56]([C:55]([OH:58])=[O:57])[N:7]([CH2:6][C:5]4[CH:46]=[CH:47][CH:48]=[C:3]([C:2]([F:50])([F:49])[F:1])[CH:4]=4)[C:15]=3[CH:14]=[CH:13][C:12]2=[N:16][N:17]=1. (2) Given the reactants [CH:1]1([CH2:4][N:5]2[C:9]3[CH:10]=[CH:11][C:12]([C:18]4[CH:19]=[CH:20][C:21]([CH2:25][OH:26])=[N:22][C:23]=4[F:24])=[C:13]([C:14]([F:17])([F:16])[F:15])[C:8]=3[N:7]=[N:6]2)[CH2:3][CH2:2]1.C(N(CC)CC)C.[CH3:34][S:35](Cl)(=[O:37])=[O:36], predict the reaction product. The product is: [CH3:34][S:35]([O:26][CH2:25][C:21]1[CH:20]=[CH:19][C:18]([C:12]2[CH:11]=[CH:10][C:9]3[N:5]([CH2:4][CH:1]4[CH2:3][CH2:2]4)[N:6]=[N:7][C:8]=3[C:13]=2[C:14]([F:15])([F:17])[F:16])=[C:23]([F:24])[N:22]=1)(=[O:37])=[O:36]. (3) The product is: [CH2:4]([OH:1])[CH2:5][CH2:6][CH2:7][CH2:8][CH2:9][CH2:10][CH2:11][CH2:12][CH3:13]. Given the reactants [O:1]=O.[B].[CH2:4](B)[CH2:5][CH2:6][CH2:7][CH2:8][CH2:9][CH2:10][CH2:11][CH2:12][CH2:13]CCC.[OH-].[Na+], predict the reaction product. (4) The product is: [Cl:1][C:2]1[CH:3]=[C:4]([N:10]2[C:14]([CH3:15])=[C:13]([O:16][C:17]3[CH:25]=[CH:24][C:20]([C:21]([NH:27][CH2:28][C:29]4([OH:32])[CH2:31][CH2:30]4)=[O:23])=[CH:19][CH:18]=3)[C:12]([CH3:26])=[N:11]2)[CH:5]=[CH:6][C:7]=1[C:8]#[N:9]. Given the reactants [Cl:1][C:2]1[CH:3]=[C:4]([N:10]2[C:14]([CH3:15])=[C:13]([O:16][C:17]3[CH:25]=[CH:24][C:20]([C:21]([OH:23])=O)=[CH:19][CH:18]=3)[C:12]([CH3:26])=[N:11]2)[CH:5]=[CH:6][C:7]=1[C:8]#[N:9].[NH2:27][CH2:28][C:29]1([OH:32])[CH2:31][CH2:30]1, predict the reaction product. (5) Given the reactants Br[CH2:2][C:3]1[C:12]2[C:7](=[C:8]([F:14])[C:9]([F:13])=[CH:10][CH:11]=2)[NH:6][C:5](=[O:15])[CH:4]=1.[Cl:16][C:17]1[CH:22]=[CH:21][CH:20]=[CH:19][C:18]=1[C:23]1[NH:27][C:26]2[CH:28]=[CH:29][CH:30]=[CH:31][C:25]=2[N:24]=1, predict the reaction product. The product is: [Cl:16][C:17]1[CH:22]=[CH:21][CH:20]=[CH:19][C:18]=1[C:23]1[N:24]([CH2:2][C:3]2[C:12]3[C:7](=[C:8]([F:14])[C:9]([F:13])=[CH:10][CH:11]=3)[NH:6][C:5](=[O:15])[CH:4]=2)[C:25]2[CH:31]=[CH:30][CH:29]=[CH:28][C:26]=2[N:27]=1. (6) Given the reactants Br[C:2]1[CH:3]=[C:4]([CH:14]=[CH:15][CH:16]=1)[CH2:5][CH2:6][C:7]1([OH:13])[CH2:12][CH2:11][CH2:10][CH2:9][CH2:8]1.[CH2:17]([NH:20][C:21](=[O:26])[C:22]([F:25])([F:24])[F:23])[CH:18]=[CH2:19], predict the reaction product. The product is: [F:23][C:22]([F:25])([F:24])[C:21]([NH:20][CH2:17]/[CH:18]=[CH:19]/[C:2]1[CH:16]=[CH:15][CH:14]=[C:4]([CH2:5][CH2:6][C:7]2([OH:13])[CH2:12][CH2:11][CH2:10][CH2:9][CH2:8]2)[CH:3]=1)=[O:26]. (7) The product is: [CH2:7]([O:6][C:4](=[O:5])[C:3]([C:2]([C:9]1[O:10][CH:11]=[CH:12][CH:13]=1)=[O:1])=[CH:16][N:17]([CH3:19])[CH3:18])[CH3:8]. Given the reactants [O:1]=[C:2]([C:9]1[O:10][CH:11]=[CH:12][CH:13]=1)[CH2:3][C:4]([O:6][CH2:7][CH3:8])=[O:5].CO[CH:16](OC)[N:17]([CH3:19])[CH3:18], predict the reaction product.